From a dataset of Experimentally validated miRNA-target interactions with 360,000+ pairs, plus equal number of negative samples. Binary Classification. Given a miRNA mature sequence and a target amino acid sequence, predict their likelihood of interaction. (1) The miRNA is hsa-miR-4502 with sequence GCUGAUGAUGAUGGUGCUGAAG. The protein sequence of the target gene is MWLLGPLCLLLSSTAESQLLPGNNFTNECNIPGNFMCSNGRCIPGAWQCDGLPDCFDKSDEKECPKAKSKCGPTFFPCASGIHCIIGRFRCNGFEDCPDGSDEENCTANPLLCSTARYHCRNGLCIDKSFICDGQNNCQDNSDEESCESSLEPGSGQVFVTSENQLVYYPSITYAIIGSSVIFVLVVALLALVLHHQRKRNNLMTLPVHRLQHPVLLSRLVVLDHPHHCNVTYNVNNGVQYVATQAEQNASEVGSPPSYSEALLDQRPAWYDLPPPPYSSDTESLNQADLPPYRSRSGSA.... Result: 0 (no interaction). (2) The miRNA is hsa-miR-4706 with sequence AGCGGGGAGGAAGUGGGCGCUGCUU. The protein sequence of the target gene is MRRLLLVTSLVVVLLWEAGAVPAPKVPIKMQVKHWPSEQDPEKAWGARVVEPPEKDDQLVVLFPVQKPKLLTTEEKPRGQGRGPILPGTKAWMETEDTLGHVLSPEPDHDSLYHPPPEEDQGEERPRLWVMPNHQVLLGPEEDQDHIYHPQ. Result: 0 (no interaction). (3) The miRNA is hsa-miR-26b-5p with sequence UUCAAGUAAUUCAGGAUAGGU. The protein sequence of the target gene is MADAFGDELFSVFEGDSTTAAGTKKDKEKDKGKWKGPPGSADKAGKRFDGKLQSESTNNGKNKRDVDFEGTDEPIFGKKPRIEESITEDLSLADLMPRVKVQSVETVEGCTHEVALPAEEDYLPLKPRVGKAAKEYPFILDAFQREAIQCVDNNQSVLVSAHTSAGKTVCAEYAIALALREKQRVIFTSPIKALSNQKYREMYEEFQDVGLMTGDVTINPTASCLVMTTEILRSMLYRGSEVMREVAWVIFDEIHYMRDSERGVVWEETIILLPDNVHYVFLSATIPNARQFAEWICHLH.... Result: 1 (interaction). (4) The miRNA is rno-miR-185-5p with sequence UGGAGAGAAAGGCAGUUCCUGA. The protein sequence of the target gene is MADEELEALRRQRLAELQAKHGDPGDAAQQEAKHREAEMRNSILAQVLDQSARARLSNLALVKPEKTKAVENYLIQMARYGQLSEKVSEQGLIEILKKVSQQTEKTTTVKFNRRKVMDSDEDDDY. Result: 0 (no interaction). (5) The miRNA is hsa-miR-4639-5p with sequence UUGCUAAGUAGGCUGAGAUUGA. The protein sequence of the target gene is MDAPRQVVNFGPGPAKLPHSVLLEIQKELLDYKGVGISVLEMSHRSSDFAKIINNTENLVRELLAVPDNYKVIFLQGGGCGQFSAVPLNLIGLKAGRCADYVVTGAWSAKAAEEAKKFGTINIVHPKLGSYTKIPDPSTWNLNPDASYVYYCANETVHGVEFDFIPDVKGAVLVCDMSSNFLSKPVDVSKFGVIFAGAQKNVGSAGVTVVIVRDDLLGFALRECPSVLEYKVQAGNSSLYNTPPCFSIYVMGLVLEWIKNNGGAAAMEKLSSIKSQTIYEIIDNSQGFYVCPVEPQNRSK.... Result: 1 (interaction). (6) The miRNA is rno-miR-378a-3p with sequence ACUGGACUUGGAGUCAGAAGG. The protein sequence of the target gene is MAAESLPFSFGTLSSWELEAWYEDLQEVLSSDENGGTYVSPPGNEEEESKIFTTLDPASLAWLTEEEPEPAEVTSTSQSPHSPDSSQSSLAQEEEEEDQGRTRKRKQSGHSPARAGKQRMKEKEQENERKVAQLAEENERLKQEIERLTREVEATRRALIDRMVNLHQA. Result: 0 (no interaction). (7) The miRNA is hsa-miR-548az-5p with sequence CAAAAGUGAUUGUGGUUUUUGC. The protein sequence of the target gene is MSAAMRERFDRFLHEKNCMTDLLAKLEAKTGVNRSFIALGVIGLVALYLVFGYGASLLCNLIGFGYPAYISIKAIESPNKEDDTQWLTYWVVYGVFSIAEFFSDIFLSWFPFYYMLKCGFLLWCMAPSPSNGAELLYKRIIRPFFLKHESQMDSVVKDLKDKAKETADAITKEAKKATVNLLGEEKKST. Result: 0 (no interaction).